Dataset: Forward reaction prediction with 1.9M reactions from USPTO patents (1976-2016). Task: Predict the product of the given reaction. (1) The product is: [Br:11][C:6]1[C:5]([CH3:8])=[CH:4][C:3]([O:9][CH3:10])=[C:2]([CH3:1])[CH:7]=1. Given the reactants [CH3:1][C:2]1[CH:7]=[CH:6][C:5]([CH3:8])=[CH:4][C:3]=1[O:9][CH3:10].[Br:11]Br, predict the reaction product. (2) The product is: [C:35]([CH2:36][NH:22][CH2:21][C:17]1[CH:16]=[C:15]([C:12]2[CH:13]=[CH:14][C:9]([CH2:8][CH:2]([CH3:1])[C:3]([O:5][CH2:6][CH3:7])=[O:4])=[CH:10][CH:11]=2)[CH:20]=[CH:19][CH:18]=1)(=[O:34])[C:9]1[CH:14]=[CH:13][CH:12]=[CH:11][CH:10]=1. Given the reactants [CH3:1]/[C:2](=[CH:8]\[C:9]1[CH:14]=[CH:13][C:12]([C:15]2[CH:20]=[CH:19][CH:18]=[C:17]([CH2:21][NH:22]C(C3C=CC=CC=3)=O)[CH:16]=2)=[CH:11][CH:10]=1)/[C:3]([O:5][CH2:6][CH3:7])=[O:4].C([O:34][CH2:35][CH3:36])(=O)C, predict the reaction product.